Dataset: Full USPTO retrosynthesis dataset with 1.9M reactions from patents (1976-2016). Task: Predict the reactants needed to synthesize the given product. (1) Given the product [CH2:22]([C:3]1([CH2:1][CH3:2])[C:8]2[CH:9]=[C:10](/[C:13](/[CH2:18][CH2:19][CH3:20])=[CH:14]/[C:15]#[N:17])[CH:11]=[CH:12][C:7]=2[NH:6][C:5](=[O:21])[O:4]1)[CH3:23], predict the reactants needed to synthesize it. The reactants are: [CH2:1]([C:3]1([CH2:22][CH3:23])[C:8]2[CH:9]=[C:10](/[C:13](/[CH2:18][CH2:19][CH3:20])=[CH:14]/[C:15]([NH2:17])=O)[CH:11]=[CH:12][C:7]=2[NH:6][C:5](=[O:21])[O:4]1)[CH3:2].S(Cl)(Cl)=O. (2) Given the product [Cl:1][C:2]1[CH:25]=[CH:24][C:5]([CH2:6][NH:7][C:8]([C:10]2[C:11](=[O:23])[C:12]3[CH:20]=[C:19]([CH2:21][N:33]([CH2:32][C@H:31]([C:27]4[O:26][CH:30]=[CH:29][CH:28]=4)[OH:35])[CH3:34])[S:18][C:13]=3[N:14]([CH2:16][CH2:17][CH3:36])[CH:15]=2)=[O:9])=[CH:4][CH:3]=1, predict the reactants needed to synthesize it. The reactants are: [Cl:1][C:2]1[CH:25]=[CH:24][C:5]([CH2:6][NH:7][C:8]([C:10]2[C:11](=[O:23])[C:12]3[CH:20]=[C:19]([CH2:21]Cl)[S:18][C:13]=3[N:14]([CH2:16][CH3:17])[CH:15]=2)=[O:9])=[CH:4][CH:3]=1.[O:26]1[CH:30]=[CH:29][CH:28]=[C:27]1[C@H:31]([OH:35])[CH2:32][NH:33][CH3:34].[CH:36](N(CC)C(C)C)(C)C. (3) Given the product [F:1][C:2]([F:7])([F:6])[C:3]([OH:5])=[O:4].[Cl:15][C:16]1[CH:17]=[N:18][C:19]2[NH:20][C:21]3[CH:22]=[CH:23][CH:24]=[C:25]([CH:47]=3)[CH2:26][CH2:27][C:28]3[CH:36]=[C:32]([NH:33][C:34]=1[N:35]=2)[CH:31]=[CH:30][C:29]=3[NH:37][C:38](=[O:46])[CH2:39][CH:40]1[CH2:45][CH2:44][N:43]([C:55]([C:52]2[CH:51]=[C:10]([CH3:9])[O:12][N:53]=2)=[O:56])[CH2:42][CH2:41]1, predict the reactants needed to synthesize it. The reactants are: [F:1][C:2]([F:7])([F:6])[C:3]([OH:5])=[O:4].F[C:9](F)(F)[C:10]([OH:12])=O.[Cl:15][C:16]1[CH:17]=[N:18][C:19]2[NH:20][C:21]3[CH:22]=[CH:23][CH:24]=[C:25]([CH:47]=3)[CH2:26][CH2:27][C:28]3[CH:36]=[C:32]([NH:33][C:34]=1[N:35]=2)[CH:31]=[CH:30][C:29]=3[NH:37][C:38](=[O:46])[CH2:39][CH:40]1[CH2:45][CH2:44][NH:43][CH2:42][CH2:41]1.COC1O[N:53]=[C:52]([C:55](Cl)=[O:56])[CH:51]=1. (4) Given the product [Br:17][C:11]1[C:12]([OH:14])=[N:13][C:8]([C:6]2[CH:7]=[C:2]([Cl:1])[CH:3]=[CH:4][C:5]=2[O:15][CH3:16])=[N:9][CH:10]=1, predict the reactants needed to synthesize it. The reactants are: [Cl:1][C:2]1[CH:3]=[CH:4][C:5]([O:15][CH3:16])=[C:6]([C:8]2[N:13]=[C:12]([OH:14])[CH:11]=[CH:10][N:9]=2)[CH:7]=1.[Br:17]Br. (5) Given the product [F:21][CH:20]([F:22])[C:13]1[CH:12]=[CH:11][C:10]([CH2:9][NH:8][C:1](=[O:5])[CH:2]([CH3:4])[CH3:3])=[CH:19][C:14]=1[C:15]([OH:17])=[O:16], predict the reactants needed to synthesize it. The reactants are: [C:1](Cl)(=[O:5])[CH:2]([CH3:4])[CH3:3].Cl.[NH2:8][CH2:9][C:10]1[CH:11]=[CH:12][C:13]([CH:20]([F:22])[F:21])=[C:14]([CH:19]=1)[C:15]([O:17]C)=[O:16].C(N(CC)CC)C.[OH-].[Na+].